This data is from Full USPTO retrosynthesis dataset with 1.9M reactions from patents (1976-2016). The task is: Predict the reactants needed to synthesize the given product. (1) Given the product [CH2:1]([N:9]1[CH2:14][CH2:13][CH:12]([C:15]([NH2:17])=[O:16])[CH2:11][CH2:10]1)[C:2]1[CH:7]=[CH:6][CH:5]=[CH:4][CH:3]=1, predict the reactants needed to synthesize it. The reactants are: [CH2:1](Cl)[C:2]1[CH:7]=[CH:6][CH:5]=[CH:4][CH:3]=1.[NH:9]1[CH2:14][CH2:13][CH:12]([C:15]([NH2:17])=[O:16])[CH2:11][CH2:10]1.C(=O)([O-])[O-].[K+].[K+]. (2) Given the product [CH2:40]([O:39][C:37](=[O:38])[N:35]([CH:33]([C:32](=[O:47])[NH:31][CH:26]([C:25]([N:22]1[CH2:23][CH2:24][CH:9]2[NH:8][CH2:12][CH:11]([O:13][CH2:14][C:15]3[CH:20]=[CH:19][C:18]([F:21])=[CH:17][CH:16]=3)[CH:10]12)=[O:48])[C:27]([CH3:28])([CH3:30])[CH3:29])[CH3:34])[CH3:36])[C:41]1[CH:42]=[CH:43][CH:44]=[CH:45][CH:46]=1, predict the reactants needed to synthesize it. The reactants are: C(OC([N:8]1[CH2:12][CH:11]([O:13][CH2:14][C:15]2[CH:20]=[CH:19][C:18]([F:21])=[CH:17][CH:16]=2)[CH:10]2[N:22]([C:25](=[O:48])[CH:26]([NH:31][C:32](=[O:47])[CH:33]([N:35]([C:37]([O:39][CH2:40][C:41]3[CH:46]=[CH:45][CH:44]=[CH:43][CH:42]=3)=[O:38])[CH3:36])[CH3:34])[C:27]([CH3:30])([CH3:29])[CH3:28])[CH2:23][CH2:24][CH:9]12)=O)(C)(C)C.C(O)(C(F)(F)F)=O. (3) The reactants are: [NH2:1][C:2]1[N:7]=[C:6]([C:8]#[N:9])[C:5]([C:10]2[CH:15]=[CH:14][C:13](Br)=[CH:12][C:11]=2[F:17])=[N:4][CH:3]=1.[C:18]([NH:22][S:23]([C:26]1[CH:31]=[CH:30][CH:29]=[CH:28][C:27]=1B(O)O)(=[O:25])=[O:24])([CH3:21])([CH3:20])[CH3:19]. Given the product [NH2:1][C:2]1[N:7]=[C:6]([C:8]#[N:9])[C:5]([C:10]2[CH:15]=[CH:14][C:13]([C:27]3[C:26]([S:23]([NH:22][C:18]([CH3:21])([CH3:20])[CH3:19])(=[O:24])=[O:25])=[CH:31][CH:30]=[CH:29][CH:28]=3)=[CH:12][C:11]=2[F:17])=[N:4][CH:3]=1, predict the reactants needed to synthesize it. (4) The reactants are: [Cl:1][C:2]1[CH:15]=[CH:14][C:5]([CH2:6][NH:7][C:8](=[O:13])[C:9]([F:12])([F:11])[F:10])=[CH:4][C:3]=1[N:16]1[C:20](=[O:21])[NH:19][C:18]([C:22]2[CH:27]=[CH:26][C:25](I)=[CH:24][CH:23]=2)=[N:17]1.[C:29]([CH:31]1[CH2:33][CH2:32]1)#[CH:30].CCCC[N+](CCCC)(CCCC)CCCC.[F-]. Given the product [Cl:1][C:2]1[CH:15]=[CH:14][C:5]([CH2:6][NH:7][C:8](=[O:13])[C:9]([F:12])([F:11])[F:10])=[CH:4][C:3]=1[N:16]1[C:20](=[O:21])[NH:19][C:18]([C:22]2[CH:27]=[CH:26][C:25]([C:30]#[C:29][CH:31]3[CH2:33][CH2:32]3)=[CH:24][CH:23]=2)=[N:17]1, predict the reactants needed to synthesize it. (5) Given the product [NH2:7][C:8]1[CH:13]=[C:12]([CH:14]2[CH2:15][CH2:16]2)[CH:11]=[CH:10][C:9]=1[CH2:17][CH:18]([OH:23])[C:19]([CH3:21])([CH3:20])[CH3:22], predict the reactants needed to synthesize it. The reactants are: C(OC(=O)[NH:7][C:8]1[CH:13]=[C:12]([CH:14]2[CH2:16][CH2:15]2)[CH:11]=[CH:10][C:9]=1[CH2:17][CH:18]([OH:23])[C:19]([CH3:22])([CH3:21])[CH3:20])(C)(C)C.FC(F)(F)C(O)=O.C(=O)([O-])O.[Na+].C(OCC)(=O)C. (6) Given the product [ClH:26].[CH3:25][N:4]([CH3:3])[C@H:5]1[CH2:9][CH2:8][N:7]([C:10](=[O:24])[CH2:11][CH2:12][C:13]2[N:14]([CH2:18][C:19]([OH:21])=[O:20])[CH:15]=[CH:16][N:17]=2)[CH2:6]1, predict the reactants needed to synthesize it. The reactants are: [OH-].[Na+].[CH3:3][N:4]([CH3:25])[C@H:5]1[CH2:9][CH2:8][N:7]([C:10](=[O:24])[CH2:11][CH2:12][C:13]2[N:14]([CH2:18][C:19]([O:21]CC)=[O:20])[CH:15]=[CH:16][N:17]=2)[CH2:6]1.[ClH:26].